Dataset: Full USPTO retrosynthesis dataset with 1.9M reactions from patents (1976-2016). Task: Predict the reactants needed to synthesize the given product. (1) The reactants are: Cl[C:2]1[CH:7]=[C:6]([Cl:8])[N:5]=[CH:4][C:3]=1[NH:9][C:10](=O)[C:11]([F:14])([F:13])[F:12].CC1C=CC([S:23]P2(SP(SC3C=CC(C)=CC=3)(=S)S2)=S)=CC=1.C(=O)([O-])[O-].[Na+].[Na+]. Given the product [Cl:8][C:6]1[N:5]=[CH:4][C:3]2[N:9]=[C:10]([C:11]([F:14])([F:13])[F:12])[S:23][C:2]=2[CH:7]=1, predict the reactants needed to synthesize it. (2) The reactants are: [CH2:1]([N:7]1[CH:11]=[C:10]([C:12]([NH:14][CH2:15][C:16]2[CH:21]=[CH:20][CH:19]=[C:18]([O:22][C:23]([F:26])([F:25])[F:24])[CH:17]=2)=[O:13])[N:9]=[N:8]1)[CH2:2][CH2:3][CH2:4][C:5]#[CH:6].O=C1O[C@H]([C@H](CO)O)C([O-])=C1O.[Na+].[N:40]([CH2:43][CH:44]1[CH2:49][CH2:48][N:47]([C:50]([O:52][C:53]([CH3:56])([CH3:55])[CH3:54])=[O:51])[CH2:46][CH2:45]1)=[N+:41]=[N-:42]. Given the product [F:26][C:23]([F:25])([F:24])[O:22][C:18]1[CH:17]=[C:16]([CH:21]=[CH:20][CH:19]=1)[CH2:15][NH:14][C:12]([C:10]1[N:9]=[N:8][N:7]([CH2:1][CH2:2][CH2:3][CH2:4][C:5]2[N:42]=[N:41][N:40]([CH2:43][CH:44]3[CH2:49][CH2:48][N:47]([C:50]([O:52][C:53]([CH3:56])([CH3:55])[CH3:54])=[O:51])[CH2:46][CH2:45]3)[CH:6]=2)[CH:11]=1)=[O:13], predict the reactants needed to synthesize it. (3) Given the product [C:13]1([N:19]2[CH2:20][CH2:21][N:22]([C:25]([O:10][CH2:9][C@@H:3]3[CH2:4][N:5]([CH3:8])[CH2:6][CH2:7][N:2]3[CH3:1])=[O:26])[CH2:23][CH2:24]2)[CH:14]=[CH:15][CH:16]=[CH:17][CH:18]=1, predict the reactants needed to synthesize it. The reactants are: [CH3:1][N:2]1[CH2:7][CH2:6][N:5]([CH3:8])[CH2:4][C@H:3]1[CH2:9][OH:10].[H-].[Na+].[C:13]1([N:19]2[CH2:24][CH2:23][N:22]([C:25](OC3C=CC([N+]([O-])=O)=CC=3)=[O:26])[CH2:21][CH2:20]2)[CH:18]=[CH:17][CH:16]=[CH:15][CH:14]=1.